This data is from Forward reaction prediction with 1.9M reactions from USPTO patents (1976-2016). The task is: Predict the product of the given reaction. Given the reactants [C:1]([O:5][C:6](=[O:38])[NH:7][CH:8]1[CH2:12][CH:11]([C:13]([NH:15][NH:16][C:17]2[N:18]=[C:19]3[CH:25]=[CH:24][N:23]([S:26]([C:29]4[CH:35]=[CH:34][C:32]([CH3:33])=[CH:31][CH:30]=4)(=[O:28])=[O:27])[C:20]3=[N:21][CH:22]=2)=O)[CH:10]([CH2:36][CH3:37])[CH2:9]1)([CH3:4])([CH3:3])[CH3:2].O1CCOCC1.O=S(Cl)Cl.CCOC(C)=O, predict the reaction product. The product is: [CH2:36]([C@H:10]1[C@@H:11]([C:13]2[N:18]3[C:19]4[CH:25]=[CH:24][N:23]([S:26]([C:29]5[CH:35]=[CH:34][C:32]([CH3:33])=[CH:31][CH:30]=5)(=[O:28])=[O:27])[C:20]=4[N:21]=[CH:22][C:17]3=[N:16][N:15]=2)[CH2:12][C@@H:8]([NH:7][C:6](=[O:38])[O:5][C:1]([CH3:4])([CH3:2])[CH3:3])[CH2:9]1)[CH3:37].